Dataset: Experimentally validated miRNA-target interactions with 360,000+ pairs, plus equal number of negative samples. Task: Binary Classification. Given a miRNA mature sequence and a target amino acid sequence, predict their likelihood of interaction. The protein sequence of the target gene is MAAAVPDEAVARDVQRLLVQFQDEGGQLLGSPFDVPVDITPDRLQLVCNALLAQEDPLPLAFFVHDAEIVSSLGKTLESQAVETEKVLDIIYQPQAIFRVRAVTRCTSSLEGHSEAVISVAFSPTGKYLASGSGDTTVRFWDLSTETPHFTCKGHRHWVLSISWSPDGRKLASGCKNGQILLWDPSTGKQVGRTLAGHSKWITGLSWEPLHANPECRYVASSSKDGSVRIWDTTAGRCERILTGHTQSVTCLRWGGDGLLYSASQDRTIKVWRAHDGVLCRTLQGHGHWVNTMALSTDYA.... The miRNA is hsa-miR-6842-5p with sequence UGGGGGUGGUCUCUAGCCAAGG. Result: 1 (interaction).